Dataset: Full USPTO retrosynthesis dataset with 1.9M reactions from patents (1976-2016). Task: Predict the reactants needed to synthesize the given product. (1) The reactants are: Cl[C:2]([O:4][C:5]1[CH:10]=[CH:9][CH:8]=[CH:7][CH:6]=1)=[O:3].[NH2:11][C:12]1[C:13]([O:26][CH3:27])=[C:14]([CH:19]=[C:20]([C:22]([CH3:25])([CH3:24])[CH3:23])[CH:21]=1)[C:15]([NH:17][CH3:18])=[O:16].C([O-])(O)=O.[Na+]. Given the product [CH3:21][CH2:12][CH2:13][CH:14]([CH3:19])[CH3:15].[C:5]1([O:4][C:2](=[O:3])[NH:11][C:12]2[CH:21]=[C:20]([C:22]([CH3:25])([CH3:23])[CH3:24])[CH:19]=[C:14]([C:15](=[O:16])[NH:17][CH3:18])[C:13]=2[O:26][CH3:27])[CH:10]=[CH:9][CH:8]=[CH:7][CH:6]=1, predict the reactants needed to synthesize it. (2) The reactants are: [Cl:1][CH2:2][C:3]1[N:4]=[C:5]2[CH:13]=[CH:12][CH:11]=[CH:10][N:6]2[C:7](=[O:9])[CH:8]=1.[Br:14]NC(=O)CCC(N)=O.C(O)(=O)C.O. Given the product [Br:14][C:8]1[C:7](=[O:9])[N:6]2[CH:10]=[CH:11][CH:12]=[CH:13][C:5]2=[N:4][C:3]=1[CH2:2][Cl:1], predict the reactants needed to synthesize it. (3) The reactants are: C([O:3][C:4]([C:6]1[CH:10]=[C:9]([C:11]2[CH:16]=[CH:15][CH:14]=[CH:13][N:12]=2)[N:8]([CH3:17])[N:7]=1)=[O:5])C.[OH-].[Na+].Cl. Given the product [CH3:17][N:8]1[C:9]([C:11]2[CH:16]=[CH:15][CH:14]=[CH:13][N:12]=2)=[CH:10][C:6]([C:4]([OH:5])=[O:3])=[N:7]1, predict the reactants needed to synthesize it. (4) Given the product [ClH:1].[ClH:1].[CH3:24][N:23]([CH3:28])[CH2:22][CH2:21][CH2:64][O:63][C:61]1[C:60]([CH3:72])=[C:59]2[N:58]([CH:62]=1)[N:57]=[CH:56][N:55]=[C:54]2[O:53][C:52]1[CH:51]=[CH:50][C:49]([NH:73][C:74](=[O:86])[C:75]2[CH:81]=[CH:80][CH:79]=[N:78][CH:76]=2)=[CH:48][C:47]=1[F:46], predict the reactants needed to synthesize it. The reactants are: [ClH:1].Cl.FC1C=C(NC(NC(=O)CC2C=CC(F)=CC=2)=S)C=CC=1OC1C2=C(C)C(O[CH2:21][CH2:22][N:23]3[CH2:28]CN(C)C[CH2:24]3)=CN2N=CN=1.Cl.[F:46][C:47]1[CH:48]=[C:49]([NH:73][C:74](=[O:86])[CH2:75][C:76]([NH:78][C:79]2C=CC(F)=[CH:81][CH:80]=2)=O)[CH:50]=[CH:51][C:52]=1[O:53][C:54]1[C:59]2=[C:60]([CH3:72])[C:61]([O:63][CH2:64]CN3CCOCC3)=[CH:62][N:58]2[N:57]=[CH:56][N:55]=1. (5) Given the product [Cl:1][C:2]1[CH:3]=[CH:4][C:5]([F:12])=[C:6]([C:8](=[O:11])[CH2:9][CH3:10])[CH:7]=1, predict the reactants needed to synthesize it. The reactants are: [Cl:1][C:2]1[CH:3]=[CH:4][C:5]([F:12])=[C:6]([CH:8]([OH:11])[CH2:9][CH3:10])[CH:7]=1.[Cr](Cl)([O-])(=O)=O.[NH+]1C=CC=CC=1.